From a dataset of Full USPTO retrosynthesis dataset with 1.9M reactions from patents (1976-2016). Predict the reactants needed to synthesize the given product. (1) The reactants are: [CH3:1][C:2]1[N:7]=[C:6]([N:8]2[CH2:13][CH2:12][NH:11][CH2:10][CH2:9]2)[CH:5]=[C:4]([C:14]([F:17])([F:16])[F:15])[CH:3]=1.[C:18]([O:22][C:23]([NH:25][C@@H:26]1[CH2:30][CH2:29][C@:28]([CH:34]([CH3:36])[CH3:35])([C:31](O)=[O:32])[CH2:27]1)=[O:24])([CH3:21])([CH3:20])[CH3:19].F[P-](F)(F)(F)(F)F.N1(O[P+](N(C)C)(N(C)C)N(C)C)C2C=CC=CC=2N=N1.C(N(CC)CC)C. Given the product [C:18]([O:22][C:23](=[O:24])[NH:25][C@@H:26]1[CH2:30][CH2:29][C@:28]([CH:34]([CH3:35])[CH3:36])([C:31]([N:11]2[CH2:12][CH2:13][N:8]([C:6]3[CH:5]=[C:4]([C:14]([F:17])([F:15])[F:16])[CH:3]=[C:2]([CH3:1])[N:7]=3)[CH2:9][CH2:10]2)=[O:32])[CH2:27]1)([CH3:21])([CH3:20])[CH3:19], predict the reactants needed to synthesize it. (2) Given the product [OH:41][CH2:38][C:39]#[C:40][C:2]1[CH:3]=[CH:4][C:5]([N:8]([CH2:26][C:27]2[CH:32]=[CH:31][C:30]([O:33][C:34]([F:37])([F:35])[F:36])=[CH:29][CH:28]=2)[CH2:9][CH2:10][C:11]2[CH:12]=[CH:13][C:14]([O:15][C:16]([CH3:23])([CH3:22])[C:17]([O:19][CH2:20][CH3:21])=[O:18])=[CH:24][CH:25]=2)=[N:6][CH:7]=1, predict the reactants needed to synthesize it. The reactants are: Br[C:2]1[CH:3]=[CH:4][C:5]([N:8]([CH2:26][C:27]2[CH:32]=[CH:31][C:30]([O:33][C:34]([F:37])([F:36])[F:35])=[CH:29][CH:28]=2)[CH2:9][CH2:10][C:11]2[CH:25]=[CH:24][C:14]([O:15][C:16]([CH3:23])([CH3:22])[C:17]([O:19][CH2:20][CH3:21])=[O:18])=[CH:13][CH:12]=2)=[N:6][CH:7]=1.[CH2:38]([OH:41])[C:39]#[CH:40]. (3) Given the product [C:9]([NH2:8])(=[S:25])[C:10]1[CH:15]=[CH:14][CH:13]=[N:12][CH:11]=1, predict the reactants needed to synthesize it. The reactants are: FC1C=CC([N:8](CC2C=CC=CN=2)[C:9](=O)[C:10]2[CH:15]=[CH:14][C:13](Cl)=[N:12][CH:11]=2)=CC=1.[SH2:25].[Na]. (4) The reactants are: [Br:1][C:2]1[CH:3]=[C:4]([CH:6]=[C:7]([Br:9])[CH:8]=1)[NH2:5].Cl[C:11]1[N:16]=[C:15]([CH3:17])[CH:14]=[CH:13][N:12]=1.C(O)(=O)C. Given the product [Br:1][C:2]1[CH:3]=[C:4]([NH:5][C:11]2[N:16]=[C:15]([CH3:17])[CH:14]=[CH:13][N:12]=2)[CH:6]=[C:7]([Br:9])[CH:8]=1, predict the reactants needed to synthesize it. (5) Given the product [Cl:14][C:15]1[CH:24]=[CH:23][C:22]([O:25][CH3:26])=[C:21]2[C:16]=1[CH:17]=[CH:18][C:19](=[O:30])[N:20]2[CH2:27][CH:28]=[O:29], predict the reactants needed to synthesize it. The reactants are: ClCCl.C(Cl)(=O)C(Cl)=O.CS(C)=O.[Cl:14][C:15]1[CH:24]=[CH:23][C:22]([O:25][CH3:26])=[C:21]2[C:16]=1[CH:17]=[CH:18][C:19](=[O:30])[N:20]2[CH2:27][CH2:28][OH:29]. (6) Given the product [F:13][C:14]1[CH:19]=[CH:18][CH:17]=[CH:16][C:15]=1[N:20]1[CH2:25][CH2:24][N:23]([C:2]2[N:7]=[C:6]([CH3:8])[NH:5][C:4](=[O:9])[C:3]=2[N+:10]([O-:12])=[O:11])[CH2:22][CH2:21]1, predict the reactants needed to synthesize it. The reactants are: Br[C:2]1[N:7]=[C:6]([CH3:8])[NH:5][C:4](=[O:9])[C:3]=1[N+:10]([O-:12])=[O:11].[F:13][C:14]1[CH:19]=[CH:18][CH:17]=[CH:16][C:15]=1[N:20]1[CH2:25][CH2:24][NH:23][CH2:22][CH2:21]1.C(=O)([O-])[O-].[K+].[K+].